From a dataset of Peptide-MHC class II binding affinity with 134,281 pairs from IEDB. Regression. Given a peptide amino acid sequence and an MHC pseudo amino acid sequence, predict their binding affinity value. This is MHC class II binding data. (1) The peptide sequence is TFYGSNPRGAAPDDH. The MHC is HLA-DQA10101-DQB10501 with pseudo-sequence HLA-DQA10101-DQB10501. The binding affinity (normalized) is 0. (2) The peptide sequence is AAATAGTTVYGRFAA. The MHC is HLA-DQA10102-DQB10602 with pseudo-sequence HLA-DQA10102-DQB10602. The binding affinity (normalized) is 0.466.